From a dataset of Full USPTO retrosynthesis dataset with 1.9M reactions from patents (1976-2016). Predict the reactants needed to synthesize the given product. (1) Given the product [OH:2][CH2:1][C:3]1[CH:4]=[N:5][C:6]2[C:11]([CH:12]=1)=[CH:10][CH:9]=[C:8]([NH:13][C:14](=[O:23])[O:15][CH2:16][C:17]1[CH:18]=[CH:19][CH:20]=[CH:21][CH:22]=1)[CH:7]=2, predict the reactants needed to synthesize it. The reactants are: [CH:1]([C:3]1[CH:4]=[N:5][C:6]2[C:11]([CH:12]=1)=[CH:10][CH:9]=[C:8]([NH:13][C:14](=[O:23])[O:15][CH2:16][C:17]1[CH:22]=[CH:21][CH:20]=[CH:19][CH:18]=1)[CH:7]=2)=[O:2].C1COCC1.[BH4-].[Na+].Cl. (2) Given the product [C:7]([C:11]1[CH:12]=[CH:13][C:14]([S:17]([NH:20][CH2:21][C:22]2[CH:30]=[CH:29][C:25]([C:26]([NH:38][C:35]3[CH:36]=[N:37][C:32]([CH3:31])=[CH:33][CH:34]=3)=[O:28])=[CH:24][CH:23]=2)(=[O:18])=[O:19])=[CH:15][CH:16]=1)([CH3:8])([CH3:9])[CH3:10], predict the reactants needed to synthesize it. The reactants are: C(Cl)(=O)C(Cl)=O.[C:7]([C:11]1[CH:16]=[CH:15][C:14]([S:17]([NH:20][CH2:21][C:22]2[CH:30]=[CH:29][C:25]([C:26]([OH:28])=O)=[CH:24][CH:23]=2)(=[O:19])=[O:18])=[CH:13][CH:12]=1)([CH3:10])([CH3:9])[CH3:8].[CH3:31][C:32]1[N:37]=[CH:36][C:35]([NH2:38])=[CH:34][CH:33]=1. (3) Given the product [ClH:25].[F:24][C:20]1([F:23])[CH2:21][CH2:22][N:17]([C:13]2[CH:14]=[C:15]3[C:10](=[CH:11][CH:12]=2)[CH2:9][NH:8][CH2:16]3)[CH2:18][CH2:19]1, predict the reactants needed to synthesize it. The reactants are: C(OC([N:8]1[CH2:16][C:15]2[C:10](=[CH:11][CH:12]=[C:13]([N:17]3[CH2:22][CH2:21][C:20]([F:24])([F:23])[CH2:19][CH2:18]3)[CH:14]=2)[CH2:9]1)=O)(C)(C)C.[ClH:25].